This data is from Full USPTO retrosynthesis dataset with 1.9M reactions from patents (1976-2016). The task is: Predict the reactants needed to synthesize the given product. (1) Given the product [O:8]=[CH:9][CH:10]([NH:11][C:7](=[O:14])[C:1]1[CH:6]=[CH:5][CH:4]=[CH:3][CH:2]=1)[CH:12]=[O:13], predict the reactants needed to synthesize it. The reactants are: [C:1]1([C:7]2[O:8][CH:9]=[C:10]([CH:12]=[O:13])[N:11]=2)[CH:6]=[CH:5][CH:4]=[CH:3][CH:2]=1.[OH-:14].[Na+]. (2) Given the product [S:22]([OH:26])([OH:25])(=[O:24])=[O:23].[Cl:1][C:2]1[CH:7]=[CH:6][CH:5]=[CH:4][C:3]=1[CH:8]([N:13]1[CH2:18][CH2:17][C:16]2[S:19][CH:20]=[CH:21][C:15]=2[CH2:14]1)[C:9]([O:11][CH3:12])=[O:10], predict the reactants needed to synthesize it. The reactants are: [Cl:1][C:2]1[CH:7]=[CH:6][CH:5]=[CH:4][C:3]=1[CH:8]([N:13]1[CH2:18][CH2:17][C:16]2[S:19][CH:20]=[CH:21][C:15]=2[CH2:14]1)[C:9]([O:11][CH3:12])=[O:10].[S:22](=[O:26])(=[O:25])([OH:24])[OH:23]. (3) Given the product [Cl:20][C:18]1[CH:17]=[C:16]([S:21]([NH:1][C:2]2[CH:11]=[CH:10][C:5]([C:6]([O:8][CH3:9])=[O:7])=[C:4]([OH:12])[CH:3]=2)(=[O:22])=[O:23])[CH:15]=[C:14]([Cl:13])[CH:19]=1, predict the reactants needed to synthesize it. The reactants are: [NH2:1][C:2]1[CH:3]=[C:4]([OH:12])[C:5](=[CH:10][CH:11]=1)[C:6]([O:8][CH3:9])=[O:7].[Cl:13][C:14]1[CH:15]=[C:16]([S:21](Cl)(=[O:23])=[O:22])[CH:17]=[C:18]([Cl:20])[CH:19]=1. (4) Given the product [NH2:10][C:8]1[CH:7]=[CH:6][C:5]([O:11][C:12]2[CH:17]=[CH:16][CH:15]=[CH:14][CH:13]=2)=[C:4]([CH:9]=1)[C:3]([NH:19][NH2:20])=[O:2], predict the reactants needed to synthesize it. The reactants are: C[O:2][C:3](=O)[C:4]1[CH:9]=[C:8]([NH2:10])[CH:7]=[CH:6][C:5]=1[O:11][C:12]1[CH:17]=[CH:16][CH:15]=[CH:14][CH:13]=1.[NH2:19][NH2:20].